From a dataset of Peptide-MHC class II binding affinity with 134,281 pairs from IEDB. Regression. Given a peptide amino acid sequence and an MHC pseudo amino acid sequence, predict their binding affinity value. This is MHC class II binding data. (1) The peptide sequence is AWMSAAAAQAEQAAT. The MHC is HLA-DQA10401-DQB10402 with pseudo-sequence HLA-DQA10401-DQB10402. The binding affinity (normalized) is 0.242. (2) The MHC is HLA-DPA10103-DPB10301 with pseudo-sequence HLA-DPA10103-DPB10301. The binding affinity (normalized) is 0.746. The peptide sequence is LNKIVRMYSPVSILDI. (3) The peptide sequence is LRKVKRVVASLMRGLHHHHHH. The MHC is DRB3_0101 with pseudo-sequence DRB3_0101. The binding affinity (normalized) is 0.401.